Dataset: Forward reaction prediction with 1.9M reactions from USPTO patents (1976-2016). Task: Predict the product of the given reaction. Given the reactants [CH3:1][C:2]1[CH:7]=[C:6]([O:8][CH:9]2[CH2:14][CH2:13][NH:12][CH2:11][CH2:10]2)[CH:5]=[C:4]([CH3:15])[C:3]=1[C:16]1[CH:21]=[CH:20][CH:19]=[C:18]([CH2:22][O:23][C:24]2[CH:37]=[CH:36][C:27]3[C@H:28]([CH2:31][C:32]([O:34][CH3:35])=[O:33])[CH2:29][O:30][C:26]=3[CH:25]=2)[CH:17]=1.[CH3:38][S:39](Cl)(=[O:41])=[O:40].C(N(CC)CC)C.O, predict the reaction product. The product is: [CH3:15][C:4]1[CH:5]=[C:6]([O:8][CH:9]2[CH2:10][CH2:11][N:12]([S:39]([CH3:38])(=[O:41])=[O:40])[CH2:13][CH2:14]2)[CH:7]=[C:2]([CH3:1])[C:3]=1[C:16]1[CH:21]=[CH:20][CH:19]=[C:18]([CH2:22][O:23][C:24]2[CH:37]=[CH:36][C:27]3[C@H:28]([CH2:31][C:32]([O:34][CH3:35])=[O:33])[CH2:29][O:30][C:26]=3[CH:25]=2)[CH:17]=1.